The task is: Predict the product of the given reaction.. This data is from Forward reaction prediction with 1.9M reactions from USPTO patents (1976-2016). Given the reactants [CH3:1][C:2]1[CH:3]=[C:4]([C:24]2[CH:29]=[CH:28][CH:27]=[CH:26][CH:25]=2)[CH:5]=[C:6]([CH3:23])[C:7]=1[C:8]1[C:9](=[O:22])[CH:10]([CH:15](O)[CH:16]2[CH2:20][CH2:19][O:18][CH2:17]2)[CH2:11][C:12]=1[O:13]C.Cl, predict the reaction product. The product is: [CH3:23][C:6]1[CH:5]=[C:4]([C:24]2[CH:25]=[CH:26][CH:27]=[CH:28][CH:29]=2)[CH:3]=[C:2]([CH3:1])[C:7]=1[CH:8]1[C:9](=[O:22])[C:10](=[CH:15][CH:16]2[CH2:20][CH2:19][O:18][CH2:17]2)[CH2:11][C:12]1=[O:13].